Dataset: Forward reaction prediction with 1.9M reactions from USPTO patents (1976-2016). Task: Predict the product of the given reaction. (1) Given the reactants F[C:2]1[N:7]=[C:6]([N:8]([CH3:21])[C:9]2[CH:14]=[CH:13][N:12]=[C:11]([C:15]3[CH:20]=[CH:19][CH:18]=[CH:17][CH:16]=3)[N:10]=2)[CH:5]=[CH:4][N:3]=1.[N:22]1([CH:28]([C:31]2[CH:32]=[N:33][CH:34]=[CH:35][CH:36]=2)[CH2:29][NH2:30])[CH2:27][CH2:26][O:25][CH2:24][CH2:23]1, predict the reaction product. The product is: [CH3:21][N:8]([C:9]1[CH:14]=[CH:13][N:12]=[C:11]([C:15]2[CH:20]=[CH:19][CH:18]=[CH:17][CH:16]=2)[N:10]=1)[C:6]1[CH:5]=[CH:4][N:3]=[C:2]([NH:30][CH2:29][CH:28]([N:22]2[CH2:27][CH2:26][O:25][CH2:24][CH2:23]2)[C:31]2[CH:32]=[N:33][CH:34]=[CH:35][CH:36]=2)[N:7]=1. (2) Given the reactants ClCI.[C:4]([O:8][C:9](=[O:18])[NH:10][CH:11]1[CH2:16][CH2:15][CH2:14][C:13](=[CH2:17])[CH2:12]1)([CH3:7])([CH3:6])[CH3:5].[CH2:19]([Zn]CC)C.CCCCCC, predict the reaction product. The product is: [C:4]([O:8][C:9](=[O:18])[NH:10][CH:11]1[CH2:16][CH2:15][CH2:14][C:13]2([CH2:19][CH2:17]2)[CH2:12]1)([CH3:7])([CH3:6])[CH3:5].